From a dataset of Catalyst prediction with 721,799 reactions and 888 catalyst types from USPTO. Predict which catalyst facilitates the given reaction. Reactant: [C:1]([OH:8])(=[O:7])/[CH:2]=[CH:3]/[CH2:4][CH2:5][CH3:6].[C:9](Cl)(=O)C(Cl)=O.CN(C)C=O.CO. Product: [C:1]([O:8][CH3:9])(=[O:7])/[CH:2]=[CH:3]/[CH2:4][CH2:5][CH3:6]. The catalyst class is: 7.